This data is from Peptide-MHC class I binding affinity with 185,985 pairs from IEDB/IMGT. The task is: Regression. Given a peptide amino acid sequence and an MHC pseudo amino acid sequence, predict their binding affinity value. This is MHC class I binding data. (1) The peptide sequence is YEAMYTPHT. The MHC is HLA-B40:01 with pseudo-sequence HLA-B40:01. The binding affinity (normalized) is 0.115. (2) The peptide sequence is FKSVEFDMS. The MHC is H-2-Kb with pseudo-sequence H-2-Kb. The binding affinity (normalized) is 0.328. (3) The peptide sequence is AAFLDDNAF. The MHC is HLA-B27:05 with pseudo-sequence HLA-B27:05. The binding affinity (normalized) is 0.0847. (4) The binding affinity (normalized) is 0.0847. The MHC is HLA-B15:17 with pseudo-sequence HLA-B15:17. The peptide sequence is NTDDFPLTL. (5) The peptide sequence is YESLSPIYF. The MHC is HLA-B18:01 with pseudo-sequence HLA-B18:01. The binding affinity (normalized) is 0.797. (6) The MHC is Mamu-A01 with pseudo-sequence Mamu-A01. The peptide sequence is SGPKANII. The binding affinity (normalized) is 0.345. (7) The peptide sequence is FLWLLWPVT. The MHC is HLA-A02:02 with pseudo-sequence HLA-A02:02. The binding affinity (normalized) is 0.704.